This data is from Forward reaction prediction with 1.9M reactions from USPTO patents (1976-2016). The task is: Predict the product of the given reaction. (1) Given the reactants [F:1][C:2]1[C:7]([C:8]2[CH:13]=[CH:12][CH:11]=[C:10]([F:14])[CH:9]=2)=[CH:6][CH:5]=[C:4]([F:15])[C:3]=1[CH2:16][NH:17][C:18]1[C:19]([F:32])=[C:20]([CH:28]=[CH:29][C:30]=1[F:31])[O:21][CH2:22][C:23]([O:25]CC)=[O:24].[OH-].[Na+], predict the reaction product. The product is: [F:1][C:2]1[C:7]([C:8]2[CH:13]=[CH:12][CH:11]=[C:10]([F:14])[CH:9]=2)=[CH:6][CH:5]=[C:4]([F:15])[C:3]=1[CH2:16][NH:17][C:18]1[C:19]([F:32])=[C:20]([CH:28]=[CH:29][C:30]=1[F:31])[O:21][CH2:22][C:23]([OH:25])=[O:24]. (2) Given the reactants [OH:1][C@@H:2]1[C@H:6]([OH:7])[C@@H:5]([CH2:8][OH:9])[CH2:4][C@H:3]1[N:10]1[CH:19]=[CH:18][C:17]2[C:12](=[CH:13][C:14]([F:21])=[C:15](F)[CH:16]=2)[C:11]1=[O:22].[CH3:23][NH:24][CH3:25], predict the reaction product. The product is: [OH:1][C@@H:2]1[C@H:6]([OH:7])[C@@H:5]([CH2:8][OH:9])[CH2:4][C@H:3]1[N:10]1[CH:19]=[CH:18][C:17]2[C:12](=[CH:13][C:14]([F:21])=[C:15]([N:24]([CH3:25])[CH3:23])[CH:16]=2)[C:11]1=[O:22]. (3) Given the reactants Br[C:2]1[CH:3]=[C:4]2[C:11]3([O:15][N:14]([CH3:16])[C:13]([NH2:17])=[N:12]3)[CH2:10][CH:9]([C:18]3[CH:23]=[CH:22][C:21]([O:24][C:25]([F:28])([F:27])[F:26])=[CH:20][CH:19]=3)[O:8][C:5]2=[CH:6][CH:7]=1.[C:29]([C:31]1[CH:32]=[C:33](B(O)O)[CH:34]=[CH:35][CH:36]=1)#[N:30], predict the reaction product. The product is: [NH2:17][C:13]1[N:14]([CH3:16])[O:15][C:11]2([C:4]3[C:5](=[CH:6][CH:7]=[C:2]([C:35]4[CH:36]=[C:31]([CH:32]=[CH:33][CH:34]=4)[C:29]#[N:30])[CH:3]=3)[O:8][CH:9]([C:18]3[CH:23]=[CH:22][C:21]([O:24][C:25]([F:26])([F:28])[F:27])=[CH:20][CH:19]=3)[CH2:10]2)[N:12]=1. (4) Given the reactants Cl.Cl.[N:3]12[CH2:10][CH2:9][C:6]([CH2:11][NH2:12])([CH2:7][CH2:8]1)[CH2:5][CH2:4]2.C[O-].[Na+].C(O)(=O)C.C([BH3-])#N.[Na+].O=[CH:25][CH2:26][N:27]1[C:35]2[C:30](=[CH:31][CH:32]=[CH:33][C:34]=2[C:36]([O:38][CH3:39])=[O:37])[CH:29]=[N:28]1, predict the reaction product. The product is: [N:3]12[CH2:10][CH2:9][C:6]([CH2:11][NH:12][CH2:25][CH2:26][N:27]3[C:35]4[C:30](=[CH:31][CH:32]=[CH:33][C:34]=4[C:36]([O:38][CH3:39])=[O:37])[CH:29]=[N:28]3)([CH2:7][CH2:8]1)[CH2:5][CH2:4]2.